Dataset: Full USPTO retrosynthesis dataset with 1.9M reactions from patents (1976-2016). Task: Predict the reactants needed to synthesize the given product. (1) The reactants are: [S:1]1[C:5]2[CH:6]=[CH:7][CH:8]=[CH:9][C:4]=2[N:3]=[C:2]1[N:10]([CH2:18][CH2:19][OH:20])[CH2:11][C:12]1[CH:17]=[CH:16][CH:15]=[CH:14][CH:13]=1.F[C:22]1[CH:29]=[CH:28][C:25]([CH:26]=[O:27])=[CH:24][CH:23]=1. Given the product [S:1]1[C:5]2[CH:6]=[CH:7][CH:8]=[CH:9][C:4]=2[N:3]=[C:2]1[N:10]([CH2:18][CH2:19][O:20][C:22]1[CH:29]=[CH:28][C:25]([CH:26]=[O:27])=[CH:24][CH:23]=1)[CH2:11][C:12]1[CH:17]=[CH:16][CH:15]=[CH:14][CH:13]=1, predict the reactants needed to synthesize it. (2) Given the product [NH2:1][C:2]1[CH:3]=[C:4]2[C:8](=[CH:9][C:10]=1[N+:11]([O-:13])=[O:12])[C:7](=[O:14])[N:6]([C:20]1[CH:21]=[N:22][C:17]([F:16])=[CH:18][CH:19]=1)[C:5]2=[O:15], predict the reactants needed to synthesize it. The reactants are: [NH2:1][C:2]1[CH:3]=[C:4]2[C:8](=[CH:9][C:10]=1[N+:11]([O-:13])=[O:12])[C:7](=[O:14])[NH:6][C:5]2=[O:15].[F:16][C:17]1[N:22]=[CH:21][C:20](N)=[CH:19][CH:18]=1.N1C=CN=C1. (3) Given the product [Cl:1][C:2]1[CH:3]=[CH:4][C:5]([C:28]([F:30])([F:31])[F:29])=[C:6]([CH:27]=1)[CH2:7][N:8]1[CH2:13][CH2:12][NH:11][C:10]2[N:14]=[CH:15][C:16]([C:18]3[CH:19]=[C:20]([C:21]([N:42]4[CH2:41][CH2:40][N:39]([CH2:38][C:37]5[CH:45]=[CH:46][C:34]([O:33][CH3:32])=[CH:35][CH:36]=5)[CH2:44][CH2:43]4)=[O:23])[CH:24]=[CH:25][CH:26]=3)=[CH:17][C:9]1=2, predict the reactants needed to synthesize it. The reactants are: [Cl:1][C:2]1[CH:3]=[CH:4][C:5]([C:28]([F:31])([F:30])[F:29])=[C:6]([CH:27]=1)[CH2:7][N:8]1[CH2:13][CH2:12][NH:11][C:10]2[N:14]=[CH:15][C:16]([C:18]3[CH:19]=[C:20]([CH:24]=[CH:25][CH:26]=3)[C:21]([OH:23])=O)=[CH:17][C:9]1=2.[CH3:32][O:33][C:34]1[CH:46]=[CH:45][C:37]([CH2:38][N:39]2[CH2:44][CH2:43][NH:42][CH2:41][CH2:40]2)=[CH:36][CH:35]=1. (4) Given the product [Cl:1][C:2]1[CH:7]=[CH:6][C:5]([C:8]2[C:14]3[CH:15]=[C:16]([C:19]4[CH:20]=[CH:21][C:22]([CH2:25][N:39]([CH3:40])[CH3:38])=[CH:23][CH:24]=4)[CH:17]=[CH:18][C:13]=3[N:12]3[C:27]([CH3:30])=[N:28][N:29]=[C:11]3[C@H:10]([CH2:31][C:32]([NH:34][CH2:35][CH3:36])=[O:33])[N:9]=2)=[CH:4][CH:3]=1, predict the reactants needed to synthesize it. The reactants are: [Cl:1][C:2]1[CH:7]=[CH:6][C:5]([C:8]2[C:14]3[CH:15]=[C:16]([C:19]4[CH:24]=[CH:23][C:22]([CH:25]=O)=[CH:21][CH:20]=4)[CH:17]=[CH:18][C:13]=3[N:12]3[C:27]([CH3:30])=[N:28][N:29]=[C:11]3[C@H:10]([CH2:31][C:32]([NH:34][CH2:35][CH3:36])=[O:33])[N:9]=2)=[CH:4][CH:3]=1.Cl.[CH3:38][NH:39][CH3:40].C(O[BH-](OC(=O)C)OC(=O)C)(=O)C.[Na+].C(=O)([O-])O.[Na+]. (5) Given the product [CH:1]1([N:7]2[CH2:11][CH2:10][CH:9]([CH2:12][C:13]3[CH:14]=[CH:15][C:16]([S:19]([CH3:20])=[O:22])=[CH:17][CH:18]=3)[C:8]2=[O:21])[CH2:2][CH2:3][CH2:4][CH2:5][CH2:6]1, predict the reactants needed to synthesize it. The reactants are: [CH:1]1([N:7]2[CH2:11][CH2:10][CH:9]([CH2:12][C:13]3[CH:18]=[CH:17][C:16]([S:19][CH3:20])=[CH:15][CH:14]=3)[C:8]2=[O:21])[CH2:6][CH2:5][CH2:4][CH2:3][CH2:2]1.[O:22]1CCCC1.S([O-])(O)=O.[Na+]. (6) Given the product [N:17]1([C:4]2[C:5]3[N:6]([CH:8]=[C:9]([C:11]4[CH:16]=[CH:15][CH:14]=[CH:13][CH:12]=4)[N:10]=3)[N:7]=[C:2]([NH:30][NH2:31])[CH:3]=2)[CH2:22][CH2:21][O:20][CH2:19][CH2:18]1, predict the reactants needed to synthesize it. The reactants are: Cl[C:2]1[CH:3]=[C:4]([N:17]2[CH2:22][CH2:21][O:20][CH2:19][CH2:18]2)[C:5]2[N:6]([CH:8]=[C:9]([C:11]3[CH:16]=[CH:15][CH:14]=[CH:13][CH:12]=3)[N:10]=2)[N:7]=1.C(=O)([O-])[O-].[K+].[K+].O.[NH2:30][NH2:31]. (7) Given the product [Cl:24][C:25]1[CH:33]=[CH:32][C:28]([C:29]([N:7]2[C:8]3[C:4](=[CH:3][C:2]([F:1])=[CH:10][CH:9]=3)[C:5]([CH2:12][CH2:13][C:14]([O:16][CH3:17])=[O:15])=[C:6]2[CH3:11])=[O:30])=[CH:27][CH:26]=1, predict the reactants needed to synthesize it. The reactants are: [F:1][C:2]1[CH:3]=[C:4]2[C:8](=[CH:9][CH:10]=1)[NH:7][C:6]([CH3:11])=[C:5]2[CH2:12][CH2:13][C:14]([O:16][CH3:17])=[O:15].CC([O-])(C)C.[Na+].[Cl:24][C:25]1[CH:33]=[CH:32][C:28]([C:29](Cl)=[O:30])=[CH:27][CH:26]=1.[NH4+].[Cl-]. (8) Given the product [Cl:24][C:21]1[CH:20]=[CH:19][C:18]([S:15]([CH:6]([C:7]2[CH:12]=[C:11]([F:13])[CH:10]=[CH:9][C:8]=2[F:14])[CH:5]([CH3:25])[CH2:4][CH2:3][N:2]([CH3:1])[S:33]([CH3:32])(=[O:35])=[O:34])(=[O:17])=[O:16])=[CH:23][CH:22]=1, predict the reactants needed to synthesize it. The reactants are: [CH3:1][NH:2][CH2:3][CH2:4][CH:5]([CH3:25])[CH:6]([S:15]([C:18]1[CH:23]=[CH:22][C:21]([Cl:24])=[CH:20][CH:19]=1)(=[O:17])=[O:16])[C:7]1[CH:12]=[C:11]([F:13])[CH:10]=[CH:9][C:8]=1[F:14].N1C=CC=CC=1.[CH3:32][S:33](Cl)(=[O:35])=[O:34]. (9) Given the product [C:44]([O:50][CH2:51][O:28][P:25](/[CH:24]=[CH:23]/[C:13]1[C:12](=[O:29])[C:11]2[C:16](=[CH:17][C:8]([NH:7][CH:1]3[CH2:6][CH2:5][CH2:4][CH2:3][CH2:2]3)=[C:9]([F:30])[CH:10]=2)[N:15]([CH:18]([CH2:19][CH3:20])[CH2:21][CH3:22])[CH:14]=1)([OH:27])=[O:26])(=[O:49])[C:45]([CH3:48])([CH3:47])[CH3:46], predict the reactants needed to synthesize it. The reactants are: [CH:1]1([NH:7][C:8]2[CH:17]=[C:16]3[C:11]([C:12](=[O:29])[C:13](/[CH:23]=[CH:24]/[P:25](=[O:28])([OH:27])[OH:26])=[CH:14][N:15]3[CH:18]([CH2:21][CH3:22])[CH2:19][CH3:20])=[CH:10][C:9]=2[F:30])[CH2:6][CH2:5][CH2:4][CH2:3][CH2:2]1.[I-].[Na+].C1CCN2C(=NCCC2)CC1.[C:44]([O:50][CH2:51]Cl)(=[O:49])[C:45]([CH3:48])([CH3:47])[CH3:46].[Cl-].[NH4+]. (10) Given the product [N:1]([CH2:30][CH2:29][CH2:28][O:27][C:24]1[CH:25]=[C:26]2[C:21](=[CH:22][CH:23]=1)[NH:20][N:19]=[C:18]2[S:15]([C:5]1[C:14]2[C:9](=[CH:10][CH:11]=[CH:12][CH:13]=2)[CH:8]=[CH:7][CH:6]=1)(=[O:16])=[O:17])=[N+:2]=[N-:3], predict the reactants needed to synthesize it. The reactants are: [N-:1]=[N+:2]=[N-:3].[Na+].[C:5]1([S:15]([C:18]2[C:26]3[C:21](=[CH:22][CH:23]=[C:24]([O:27][CH2:28][CH2:29][CH2:30]OS(C4C=CC(C)=CC=4)(=O)=O)[CH:25]=3)[NH:20][N:19]=2)(=[O:17])=[O:16])[C:14]2[C:9](=[CH:10][CH:11]=[CH:12][CH:13]=2)[CH:8]=[CH:7][CH:6]=1.O.